This data is from Catalyst prediction with 721,799 reactions and 888 catalyst types from USPTO. The task is: Predict which catalyst facilitates the given reaction. (1) The catalyst class is: 2. Reactant: [C:1]1(=[O:6])[CH2:5][CH2:4][CH2:3][CH2:2]1.C([O-])([O-])=O.[Na+].[Na+].[F:13][C:14]([F:27])([F:26])[S:15](O[S:15]([C:14]([F:27])([F:26])[F:13])(=[O:17])=[O:16])(=[O:17])=[O:16]. Product: [C:1]1([O:6][S:15]([C:14]([F:27])([F:26])[F:13])(=[O:17])=[O:16])[CH2:5][CH2:4][CH2:3][CH:2]=1. (2) Reactant: C(OC([N:8]1[CH2:12][C@@H:11]([CH2:13][N:14]([CH:31]([CH3:33])[CH3:32])[C:15](=[O:30])[C:16]2[CH:21]=[CH:20][C:19]([O:22][CH3:23])=[C:18]([O:24][CH2:25][CH2:26][CH2:27][O:28][CH3:29])[CH:17]=2)[C@H:10]([CH:34]=O)[CH2:9]1)=O)(C)(C)C.[CH2:36]([NH2:38])[CH3:37].C(O[BH-](OC(=O)C)OC(=O)C)(=O)C.[Na+]. Product: [CH2:36]([NH:38][CH2:34][C@@H:10]1[CH2:9][NH:8][CH2:12][C@H:11]1[CH2:13][N:14]([CH:31]([CH3:33])[CH3:32])[C:15](=[O:30])[C:16]1[CH:21]=[CH:20][C:19]([O:22][CH3:23])=[C:18]([O:24][CH2:25][CH2:26][CH2:27][O:28][CH3:29])[CH:17]=1)[CH3:37]. The catalyst class is: 26. (3) Reactant: S(Cl)(Cl)=O.[NH2:5][C:6]1[CH:7]=[C:8]([CH2:12][C:13]([OH:15])=[O:14])[CH:9]=[CH:10][CH:11]=1.[C:16](=O)(O)[O-].[Na+]. Product: [CH3:16][O:14][C:13](=[O:15])[CH2:12][C:8]1[CH:9]=[CH:10][CH:11]=[C:6]([NH2:5])[CH:7]=1. The catalyst class is: 5. (4) Reactant: Cl[C:2]1[C:11]2[C:6](=[CH:7][CH:8]=[CH:9][CH:10]=2)[C:5]([Cl:12])=[N:4][N:3]=1.[CH3:13][C@@H:14]1[CH2:19][NH:18][CH2:17][CH2:16][NH:15]1.C(OCC)(=O)C.ClCCl. The catalyst class is: 311. Product: [Cl:12][C:5]1[C:6]2[C:11](=[CH:10][CH:9]=[CH:8][CH:7]=2)[C:2]([N:18]2[CH2:17][CH2:16][NH:15][C@@H:14]([CH3:13])[CH2:19]2)=[N:3][N:4]=1. (5) Reactant: [Cl:1][C:2]1[CH:3]=[C:4]2[C:8](=[CH:9][CH:10]=1)[NH:7][C:6]([S:11]([N:14]1[CH2:19][CH2:18][N:17]([C:20](=[O:38])[C:21]3[CH:26]=[CH:25][CH:24]=[CH:23][C:22]=3[C:27]3[CH:32]=[CH:31][N:30]=[C:29]([O:33]C(C)(C)C)[N:28]=3)[CH2:16][CH2:15]1)(=[O:13])=[O:12])=[CH:5]2.Cl. Product: [Cl:1][C:2]1[CH:3]=[C:4]2[C:8](=[CH:9][CH:10]=1)[NH:7][C:6]([S:11]([N:14]1[CH2:15][CH2:16][N:17]([C:20](=[O:38])[C:21]3[CH:26]=[CH:25][CH:24]=[CH:23][C:22]=3[C:27]3[CH:32]=[CH:31][N:30]=[C:29]([OH:33])[N:28]=3)[CH2:18][CH2:19]1)(=[O:13])=[O:12])=[CH:5]2. The catalyst class is: 98. (6) Reactant: [CH2:1]([C:3]1[CH:4]=[C:5]2[C:9](=[CH:10][C:11]=1[CH2:12][CH3:13])[CH2:8][CH:7]([NH:14][CH2:15][C@@H:16]([C:18]1[CH:27]=[CH:26][C:25]([OH:28])=[C:24]3[C:19]=1[CH:20]=[CH:21][C:22](=[O:29])[NH:23]3)[OH:17])[CH2:6]2)[CH3:2].[S:30](=[O:34])(=[O:33])([OH:32])[OH:31]. Product: [S:30]([OH:34])([OH:33])(=[O:32])=[O:31].[CH2:12]([C:11]1[CH:10]=[C:9]2[C:5](=[CH:4][C:3]=1[CH2:1][CH3:2])[CH2:6][CH:7]([NH:14][CH2:15][C@@H:16]([C:18]1[CH:27]=[CH:26][C:25]([OH:28])=[C:24]3[C:19]=1[CH:20]=[CH:21][C:22](=[O:29])[NH:23]3)[OH:17])[CH2:8]2)[CH3:13]. The catalyst class is: 15. (7) Reactant: [F:1][C:2]1[CH:3]=[CH:4][C:5]([C:26]2[CH:31]=[CH:30][CH:29]=[C:28]([O:32][CH2:33][CH2:34][CH2:35][S:36]([CH3:39])(=[O:38])=[O:37])[C:27]=2[CH3:40])=[C:6]2[C:10]=1[C@H:9]([O:11][C:12]1[CH:25]=[CH:24][C:15]3[C@H:16]([CH2:19][C:20]([O:22]C)=[O:21])[CH2:17][O:18][C:14]=3[CH:13]=1)[CH2:8][CH2:7]2. Product: [F:1][C:2]1[CH:3]=[CH:4][C:5]([C:26]2[CH:31]=[CH:30][CH:29]=[C:28]([O:32][CH2:33][CH2:34][CH2:35][S:36]([CH3:39])(=[O:38])=[O:37])[C:27]=2[CH3:40])=[C:6]2[C:10]=1[C@H:9]([O:11][C:12]1[CH:25]=[CH:24][C:15]3[C@H:16]([CH2:19][C:20]([OH:22])=[O:21])[CH2:17][O:18][C:14]=3[CH:13]=1)[CH2:8][CH2:7]2. The catalyst class is: 273. (8) Reactant: FC(F)(F)S(O[C:7]1[C:8]2[CH:25]=[CH:24][N:23](S(C(F)(F)F)(=O)=O)[C:9]=2[N:10]=[C:11]([NH:13][C:14]2[CH:19]=[CH:18][C:17]([C:20]([NH2:22])=[O:21])=[CH:16][CH:15]=2)[N:12]=1)(=O)=O.[C:35](=O)([O-:37])[O-:36].[K+].[K+].[CH:41]([NH2:44])([CH3:43])[CH3:42].[OH-].[Na+].Cl. Product: [CH:35]([OH:37])=[O:36].[CH3:42][CH:41]([NH:44][C:7]1[N:12]=[C:11]([NH:13][C:14]2[CH:19]=[CH:18][C:17]([C:20]([NH2:22])=[O:21])=[CH:16][CH:15]=2)[NH:10][C:9]2=[N:23][CH:24]=[CH:25][C:8]=12)[CH3:43]. The catalyst class is: 169. (9) Reactant: [CH:1]1([CH2:4][N:5]2[CH2:12][CH2:11][C@@:10]3([CH3:16])[C@H:13]([NH:14][CH3:15])[C@H:6]2[CH2:7][C:8]2[CH:20]=[CH:19][C:18]([O:21][CH3:22])=[CH:17][C:9]=23)[CH2:3][CH2:2]1.C([O:25][C:26](=[O:29])[CH:27]=O)C.[BH-](OC(C)=O)(OC(C)=O)OC(C)=O.[Na+]. Product: [CH:1]1([CH2:4][N:5]2[CH2:12][CH2:11][C@@:10]3([CH3:16])[C@H:13]([N:14]([CH3:15])[CH2:27][C:26]([OH:25])=[O:29])[C@H:6]2[CH2:7][C:8]2[CH:20]=[CH:19][C:18]([O:21][CH3:22])=[CH:17][C:9]=23)[CH2:3][CH2:2]1. The catalyst class is: 23.